This data is from Human Reference Interactome with 51,813 positive PPI pairs across 8,248 proteins, plus equal number of experimentally-validated negative pairs. The task is: Binary Classification. Given two protein amino acid sequences, predict whether they physically interact or not. (1) Protein 1 (ENSG00000196565) has sequence MGHFTEEDKATITSLWGKVNVEDAGGETLGRLLVVYPWTQRFFDSFGNLSSASAIMGNPKVKAHGKKVLTSLGDAIKHLDDLKGTFAQLSELHCDKLHVDPENFKLLGNVLVTVLAIHFGKEFTPEVQASWQKMVTGVASALSSRYH*MGNPKVKAHGKKVLTSLGDAIKHLDDLKGTFAQLSELHCDKLHVDPENFKLLGNVLVTVLAIHFGKEFTPEVQASWQKMVTGVASALSSRYH*MGHFTEEDKATITSLWGKAPGCLPMDPEVL*. Protein 2 (ENSG00000206177) has sequence MLSAQERAQIAQVWDLIAGHEAQFGAELLLRLFTVYPSTKVYFPHLSACQDATQLLSHGQRMLAAVGAAVQHVDNLRAALSPLADLHALVLRVDPANFPLLIQCFHVVLASHLQDEFTVQMQAAWDKFLTGVAVVLTEKYR*. Result: 1 (the proteins interact). (2) Protein 1 (ENSG00000005102) has sequence MDPAASSCMRSLQPPAPVWGCLRNPHSEGNGASGLPHYPPTPFSFHQKPDFLATATAAYPDFSASCLAATPHSLPQEEHIFTEQHPAFPQSPNWHFPVSDARRRPNSGPAGGSKEMGTSSLGLVDTTGGPGDDYGVLGSTANETEKKSSRRRKESSDNQENRGKPEGSSKARKERTAFTKEQLRELEAEFAHHNYLTRLRRYEIAVNLDLSERQVKVWFQNRRMKWKRVKGGQPISPNGQDPEDGDSTASPSSE*MGTSSLGLVDTTGGPGDDYGVLGSTANETEKKSSRRRKESSDNQE.... Protein 2 (ENSG00000164008) has sequence MEDAAAPGRTEGVLERQGAPPAAGQGGALVELTPTPGGLALVSPYHTHRAGDPLDLVALAEQVQKADEFIRANATNKLTVIAEQIQHLQEQARKVLEDAHRDANLHHVACNIVKKPGNIYYLYKRESGQQYFSIISPKEWGTSCPHDFLGAYKLQHDLSWTPYEDIEKQDAKISMMDTLLSQSVALPPCTEPNFQGLTH*. Result: 1 (the proteins interact). (3) Protein 1 (ENSG00000136231) has sequence MNKLYIGNLSENAAPSDLESIFKDAKIPVSGPFLVKTGYAFVDCPDESWALKAIEALSGKIELHGKPIEVEHSVPKRQRIRKLQIRNIPPHLQWEVLDSLLVQYGVVESCEQVNTDSETAVVNVTYSSKDQARQALDKLNGFQLENFTLKVAYIPDEMAAQQNPLQQPRGRRGLGQRGSSRQGSPGSVSKQKPCDLPLRLLVPTQFVGAIIGKEGATIRNITKQTQSKIDVHRKENAGAAEKSITILSTPEGTSAACKSILEIMHKEAQDIKFTEEIPLKILAHNNFVGRLIGKEGRNLK.... Protein 2 (ENSG00000169564) has sequence MDAGVTESGLNVTLTIRLLMHGKEVGSIIGKKGESVKRIREESGARINISEGNCPERIITLTGPTNAIFKAFAMIIDKLEEDINSSMTNSTAASRPPVTLRLVVPATQCGSLIGKGGCKIKEIRESTGAQVQVAGDMLPNSTERAITIAGVPQSVTECVKQICLVMLETLSQSPQGRVMTIPYQPMPASSPVICAGGQDRCSDAAGYPHATHDLEGPPLDAYSIQGQHTISPLDLAKLNQVARQQSHFAMMHGGTGFAGIDSSSPEVKGYWASLDASTQTTHELTIPNNLIGCIIGRQGA.... Result: 1 (the proteins interact). (4) Protein 1 (ENSG00000121454) has sequence MMQSATVPAEGAVKGLPEMLGVPMQQIPQCAGCNQHILDKFILKVLDRHWHSSCLKCADCQMQLADRCFSRAGSVYCKEDFFKRFGTKCTACQQGIPPTQVVRKAQDFVYHLHCFACIICNRQLATGDEFYLMEDGRLVCKEDYETAKQNDDSEAGAKRPRTTITAKQLETLKNAYKNSPKPARHVREQLSSETGLDMRVVQVWFQNRRAKEKRLKKDAGRHRWGQFYKSVKRSRGSSKQEKESSAEDCGVSDSELSFREDQILSELGHTNRIYGNVGDVTGGQLMNGSFSMDGTGQSYQ.... Protein 2 (ENSG00000122741) has sequence MLSRSHRSVLTVACEQTEVLLFDPISSKHIKTLSEAHEDCVNNIRFLDNRLFATCSDDTTIALWDLRKLNTKVCTLHGHTSWVKNIEYDTNTRLLVTSGFDGNVIIWDTNRYTEDGCPHKKFFHTRFLMRMRLTPDCSKMLISTSSGYLLILHDLDLTKSLEVGSYPILRARRTTSSSDLTTSSSSSGPRVSGSPCHHSDSNSSEKHMSRASQREGVSPRNSLEVVTPEVLGESDHGNCITSLQLHPKGWATLLRCSSNSDDEECTCVYEFQEGAPVRPVSPRCSLRLTHYIEEANVGRG.... Result: 1 (the proteins interact). (5) Protein 1 (ENSG00000139318) has sequence MIDTLRPVPFASEMAISKTVAWLNEQLELGNERLLLMDCRPQELYESSHIESAINVAIPGIMLRRLQKGNLPVRALFTRGEDRDRFTRRCGTDTVVLYDESSSDWNENTGGESVLGLLLKKLKDEGCRAFYLEGGFSKFQAEFSLHCETNLDGSCSSSSPPLPVLGLGGLRISSDSSSDIESDLDRDPNSATDSDGSPLSNSQPSFPVEILPFLYLGCAKDSTNLDVLEEFGIKYILNVTPNLPNLFENAGEFKYKQIPISDHWSQNLSQFFPEAISFIDEARGKNCGVLVHCLAGISRS.... Protein 2 (ENSG00000164167) has sequence MSLRKQTPSDFLKQIIGRPVVVKLNSGVDYRGVLACLDGYMNIALEQTEEYVNGQLKNKYGDAFIRGNNVLYISTQKRRM*. Result: 0 (the proteins do not interact).